This data is from Forward reaction prediction with 1.9M reactions from USPTO patents (1976-2016). The task is: Predict the product of the given reaction. Given the reactants [NH2:1][C:2](=O)[CH:3]([F:18])[CH:4]([P:6](C(OCC)OCC)(=[O:10])[O:7]CC)[CH3:5].B.C1COCC1.Cl, predict the reaction product. The product is: [NH2:1][CH2:2][CH:3]([F:18])[CH:4]([PH:6](=[O:7])[OH:10])[CH3:5].